Dataset: Full USPTO retrosynthesis dataset with 1.9M reactions from patents (1976-2016). Task: Predict the reactants needed to synthesize the given product. (1) Given the product [NH:25]1[C:1]([C@@H:3]2[C:11]3[C:6](=[CH:7][CH:8]=[CH:9][CH:10]=3)[C@H:5]([NH:12][C:13](=[O:24])[C:14]3[CH:19]=[CH:18][CH:17]=[C:16]([C:20]([F:22])([F:21])[F:23])[CH:15]=3)[CH2:4]2)=[N:2][N:27]=[N:26]1, predict the reactants needed to synthesize it. The reactants are: [C:1]([C@@H:3]1[C:11]2[C:6](=[CH:7][CH:8]=[CH:9][CH:10]=2)[C@H:5]([NH:12][C:13](=[O:24])[C:14]2[CH:19]=[CH:18][CH:17]=[C:16]([C:20]([F:23])([F:22])[F:21])[CH:15]=2)[CH2:4]1)#[N:2].[N-:25]=[N+:26]=[N-:27].[Na+].Cl. (2) Given the product [CH2:12]([C:7]1([CH2:14][CH3:15])[C:6]2[CH:16]=[C:2](/[C:25](/[CH2:26][CH2:27][CH3:28])=[CH:24]/[C:23]([NH2:30])=[O:29])[CH:3]=[CH:4][C:5]=2[NH:10][C:9](=[O:11])[O:8]1)[CH3:13], predict the reactants needed to synthesize it. The reactants are: Br[C:2]1[CH:3]=[CH:4][C:5]2[NH:10][C:9](=[O:11])[O:8][C:7]([CH2:14][CH3:15])([CH2:12][CH3:13])[C:6]=2[CH:16]=1.C(N)(=O)/C=C/C.[C:23]([NH2:30])(=[O:29])/[CH:24]=[CH:25]/[CH2:26][CH2:27][CH3:28]. (3) The reactants are: C([O:4][C:5](=[O:40])[C:6]1[C:11]([O:12][CH2:13][C:14]2[CH:19]=[CH:18][C:17]([O:20][CH2:21][CH2:22][C:23]3[N:24]=[C:25]([C:29]4[CH:34]=[CH:33][CH:32]=[CH:31][CH:30]=4)[O:26][C:27]=3[CH3:28])=[CH:16][CH:15]=2)=[CH:10][C:9]([O:35][CH2:36][CH2:37][CH3:38])=[CH:8][C:7]=1[CH3:39])C=C.C1([SiH3])C=CC=CC=1. Given the product [CH3:39][C:7]1[CH:8]=[C:9]([O:35][CH2:36][CH2:37][CH3:38])[CH:10]=[C:11]([O:12][CH2:13][C:14]2[CH:19]=[CH:18][C:17]([O:20][CH2:21][CH2:22][C:23]3[N:24]=[C:25]([C:29]4[CH:34]=[CH:33][CH:32]=[CH:31][CH:30]=4)[O:26][C:27]=3[CH3:28])=[CH:16][CH:15]=2)[C:6]=1[C:5]([OH:40])=[O:4], predict the reactants needed to synthesize it. (4) Given the product [NH:35]1[C:36]2[C:32](=[C:31]([C:29]3[CH:28]=[C:27]4[C:23]([CH:24]=[N:25][NH:26]4)=[C:22]([C:20]4[O:21][C:17]([CH2:16][N:4]5[CH2:3][CH2:2][N:1]([CH2:7][CH2:8][N:9]6[CH2:10][CH2:11][O:12][CH2:13][CH2:14]6)[CH2:6][CH2:5]5)=[N:18][N:19]=4)[CH:30]=3)[CH:39]=[CH:38][CH:37]=2)[CH:33]=[CH:34]1, predict the reactants needed to synthesize it. The reactants are: [N:1]1([CH2:7][CH2:8][N:9]2[CH2:14][CH2:13][O:12][CH2:11][CH2:10]2)[CH2:6][CH2:5][NH:4][CH2:3][CH2:2]1.Cl[CH2:16][C:17]1[O:21][C:20]([C:22]2[CH:30]=[C:29]([C:31]3[CH:39]=[CH:38][CH:37]=[C:36]4[C:32]=3[CH:33]=[CH:34][NH:35]4)[CH:28]=[C:27]3[C:23]=2[CH:24]=[N:25][N:26]3S(C2C=CC=CC=2)(=O)=O)=[N:19][N:18]=1.C(N(CC)C(C)C)(C)C.[I-].[Na+].[OH-].[Na+]. (5) The reactants are: [C:1]([N:8]1[CH2:13][CH2:12][NH:11][CH2:10][CH2:9]1)([O:3][C:4]([CH3:7])([CH3:6])[CH3:5])=[O:2].F[C:15]1[CH:22]=[CH:21][CH:20]=[C:19]([Cl:23])[C:16]=1[C:17]#[N:18].C(=O)([O-])[O-].[K+].[K+]. Given the product [C:1]([N:8]1[CH2:9][CH2:10][N:11]([C:15]2[CH:22]=[CH:21][CH:20]=[C:19]([Cl:23])[C:16]=2[C:17]#[N:18])[CH2:12][CH2:13]1)([O:3][C:4]([CH3:7])([CH3:6])[CH3:5])=[O:2], predict the reactants needed to synthesize it.